This data is from Reaction yield outcomes from USPTO patents with 853,638 reactions. The task is: Predict the reaction yield, written as a fraction of the theoretical maximum amount of product (1.0 means a 100% yield; for example, 0.34 means a 34% yield). (1) The reactants are Br[C:2]1[CH:3]=[C:4]([F:9])[CH:5]=[C:6]([Br:8])[CH:7]=1.C([Li])CCC.CN([CH:18]=[O:19])C. The catalyst is C(OCC)C. The product is [F:9][C:4]1[CH:3]=[C:2]([CH:7]=[C:6]([Br:8])[CH:5]=1)[CH:18]=[O:19]. The yield is 1.00. (2) The catalyst is C(Cl)Cl. The yield is 0.640. The product is [Br:1][C:2]1[CH:7]=[CH:6][CH:5]=[C:4]([C:8]#[C:9][CH2:10][CH2:11][F:19])[CH:3]=1. The reactants are [Br:1][C:2]1[CH:3]=[C:4]([C:8]#[C:9][CH2:10][CH2:11]O)[CH:5]=[CH:6][CH:7]=1.CCN(S(F)(F)[F:19])CC.C(=O)(O)[O-].[Na+]. (3) The reactants are [CH3:1][C:2]1[CH:3]=[C:4]2[C:9](=[O:10])[O:8][C:6](=O)[C:5]2=[CH:11][CH:12]=1.S(=O)(=O)(O)O.[N+:18]([O-:21])(O)=[O:19].[C:22](=[O:25])([O-:24])[O-].[K+].[K+].S(OC)(O[CH3:32])(=O)=O. The catalyst is O. The product is [CH3:1][C:2]1[CH:3]=[C:4]([C:9]([O:8][CH3:6])=[O:10])[C:5](=[CH:11][C:12]=1[N+:18]([O-:21])=[O:19])[C:22]([O:24][CH3:32])=[O:25]. The yield is 0.310. (4) The reactants are Cl[CH2:2][CH2:3][CH2:4][CH2:5][N:6]1[C:14]2[CH2:13][CH2:12][CH2:11][C:10](=[O:15])[C:9]=2[CH:8]=[CH:7]1.OC(C)(C)CC(=O)C.[I-].[Na+].[F:26][C:27]([F:41])([F:40])[C:28]1[CH:29]=[C:30]([N:34]2[CH2:39][CH2:38][NH:37][CH2:36][CH2:35]2)[CH:31]=[CH:32][CH:33]=1.C(=O)([O-])[O-].[K+].[K+]. The catalyst is C(#N)C.ClCCl.C(OCC)(=O)C.ClCCl. The product is [F:41][C:27]([F:26])([F:40])[C:28]1[CH:29]=[C:30]([N:34]2[CH2:39][CH2:38][N:37]([CH2:2][CH2:3][CH2:4][CH2:5][N:6]3[C:14]4[CH2:13][CH2:12][CH2:11][C:10](=[O:15])[C:9]=4[CH:8]=[CH:7]3)[CH2:36][CH2:35]2)[CH:31]=[CH:32][CH:33]=1. The yield is 0.915. (5) The reactants are Cl.[Br:2][C:3]1[CH:4]=[CH:5][C:6]([O:9][CH2:10][CH:11]2[CH2:16][CH2:15][NH:14][CH2:13][CH2:12]2)=[N:7][CH:8]=1.C([O-])([O-])=O.[K+].[K+].O.[CH3:24][C:25]1([CH3:28])[CH2:27][O:26]1. The catalyst is CCO. The product is [Br:2][C:3]1[CH:4]=[CH:5][C:6]([O:9][CH2:10][CH:11]2[CH2:16][CH2:15][N:14]([CH2:24][C:25]([CH3:28])([OH:26])[CH3:27])[CH2:13][CH2:12]2)=[N:7][CH:8]=1. The yield is 0.880. (6) The reactants are [C:1]([C:4]1[CH:9]([C:10]2[CH:15]=[CH:14][C:13]([F:16])=[C:12]([F:17])[CH:11]=2)[N:8]([CH2:18][O:19][CH3:20])[C:7]([CH3:21])=[N:6][C:5]=1[CH3:22])([OH:3])=O.Cl.CN(C)CCCN=C=NCC.[CH3:35][O:36][C:37]([C:39]1([C:49]2[CH:54]=[CH:53][CH:52]=[CH:51][CH:50]=2)[CH2:44][CH2:43][N:42]([CH2:45][CH2:46][CH2:47][NH2:48])[CH2:41][CH2:40]1)=[O:38]. The catalyst is CN(C)C1C=CN=CC=1.C(Cl)Cl. The product is [F:17][C:12]1[CH:11]=[C:10]([CH:9]2[N:8]([CH2:18][O:19][CH3:20])[C:7]([CH3:21])=[N:6][C:5]([CH3:22])=[C:4]2[C:1]([NH:48][CH2:47][CH2:46][CH2:45][N:42]2[CH2:41][CH2:40][C:39]([C:37]([O:36][CH3:35])=[O:38])([C:49]3[CH:54]=[CH:53][CH:52]=[CH:51][CH:50]=3)[CH2:44][CH2:43]2)=[O:3])[CH:15]=[CH:14][C:13]=1[F:16]. The yield is 0.320.